Dataset: NCI-60 drug combinations with 297,098 pairs across 59 cell lines. Task: Regression. Given two drug SMILES strings and cell line genomic features, predict the synergy score measuring deviation from expected non-interaction effect. (1) Drug 1: CCC1=CC2CC(C3=C(CN(C2)C1)C4=CC=CC=C4N3)(C5=C(C=C6C(=C5)C78CCN9C7C(C=CC9)(C(C(C8N6C)(C(=O)OC)O)OC(=O)C)CC)OC)C(=O)OC.C(C(C(=O)O)O)(C(=O)O)O. Drug 2: CN(CCCl)CCCl.Cl. Cell line: KM12. Synergy scores: CSS=50.2, Synergy_ZIP=-3.64, Synergy_Bliss=-3.62, Synergy_Loewe=-3.93, Synergy_HSA=0.585. (2) Drug 1: CC1CCC2CC(C(=CC=CC=CC(CC(C(=O)C(C(C(=CC(C(=O)CC(OC(=O)C3CCCCN3C(=O)C(=O)C1(O2)O)C(C)CC4CCC(C(C4)OC)OCCO)C)C)O)OC)C)C)C)OC. Drug 2: C1CN(P(=O)(OC1)NCCCl)CCCl. Cell line: OVCAR-8. Synergy scores: CSS=5.56, Synergy_ZIP=-8.11, Synergy_Bliss=-9.70, Synergy_Loewe=-8.37, Synergy_HSA=-7.45.